The task is: Regression/Classification. Given a drug SMILES string, predict its absorption, distribution, metabolism, or excretion properties. Task type varies by dataset: regression for continuous measurements (e.g., permeability, clearance, half-life) or binary classification for categorical outcomes (e.g., BBB penetration, CYP inhibition). Dataset: cyp2d6_veith.. This data is from CYP2D6 inhibition data for predicting drug metabolism from PubChem BioAssay. (1) The compound is Cc1ccc(CSC(N)=Nc2ccccc2)cc1C. The result is 1 (inhibitor). (2) The compound is COC(=O)Nc1nc2ccc(SC(C)C)cc2[nH]1. The result is 0 (non-inhibitor). (3) The result is 1 (inhibitor). The compound is COc1ccc(S(=O)(=O)NC(CC(=O)NC2CCCC2)c2ccco2)cc1.